Task: Predict the reaction yield, written as a fraction of the theoretical maximum amount of product (1.0 means a 100% yield; for example, 0.34 means a 34% yield).. Dataset: Reaction yield outcomes from USPTO patents with 853,638 reactions (1) The reactants are [CH2:1]([O:3][C:4]1[CH:5]=[C:6]([C:13]2[CH2:14][CH2:15][N:16]([CH2:19][CH2:20][CH3:21])[CH2:17][CH:18]=2)[CH:7]=[CH:8][C:9]=1[N+:10]([O-])=O)[CH3:2]. The catalyst is CCOC(C)=O.CO. The product is [CH3:2][CH2:1][O:3][C:4]1[CH:5]=[C:6]([CH:13]2[CH2:14][CH2:15][N:16]([CH2:19][CH2:20][CH3:21])[CH2:17][CH2:18]2)[CH:7]=[CH:8][C:9]=1[NH2:10]. The yield is 0.990. (2) The reactants are Cl.C(O[C:5]([C:7]1[CH:8]=[C:9]2[C:13](=[CH:14][CH:15]=1)[NH:12][N:11]=[C:10]2[C:16]1[CH:21]=[CH:20][C:19]([F:22])=[CH:18][CH:17]=1)=[NH:6])C.C([N:25](CC)CC)C.[C:30]([NH:35]N)(=O)[CH2:31][CH2:32][CH3:33]. No catalyst specified. The product is [F:22][C:19]1[CH:18]=[CH:17][C:16]([C:10]2[C:9]3[C:13](=[CH:14][CH:15]=[C:7]([C:5]4[NH:25][C:30]([CH2:31][CH2:32][CH3:33])=[N:35][N:6]=4)[CH:8]=3)[NH:12][N:11]=2)=[CH:21][CH:20]=1. The yield is 0.0800. (3) The reactants are [C:1]([C:5]1[CH:6]=[C:7]([NH:29][C:30]([NH:32][C@@H:33]2[C:42]3[C:37](=[CH:38][CH:39]=[CH:40][CH:41]=3)[C@H:36]([O:43][C:44]3[CH:45]=[CH:46][C:47]4[N:48]([C:50]([N:53]5[CH2:58][CH2:57][CH2:56][CH2:55][C@@H:54]5[CH3:59])=[N:51][N:52]=4)[CH:49]=3)[CH2:35][CH2:34]2)=[O:31])[N:8]([C:10]2[CH:15]=[CH:14][C:13]([O:16][Si:17]([CH:24]([CH3:26])[CH3:25])([CH:21]([CH3:23])[CH3:22])[CH:18]([CH3:20])[CH3:19])=[C:12]([CH2:27]O)[CH:11]=2)[N:9]=1)([CH3:4])([CH3:3])[CH3:2].CCN(C(C)C)C(C)C.CS([Cl:73])(=O)=O.C(=O)(O)[O-].[Na+]. The catalyst is C(Cl)Cl. The product is [C:1]([C:5]1[CH:6]=[C:7]([NH:29][C:30]([NH:32][C@@H:33]2[C:42]3[C:37](=[CH:38][CH:39]=[CH:40][CH:41]=3)[C@H:36]([O:43][C:44]3[CH:45]=[CH:46][C:47]4[N:48]([C:50]([N:53]5[CH2:58][CH2:57][CH2:56][CH2:55][C@@H:54]5[CH3:59])=[N:51][N:52]=4)[CH:49]=3)[CH2:35][CH2:34]2)=[O:31])[N:8]([C:10]2[CH:15]=[CH:14][C:13]([O:16][Si:17]([CH:24]([CH3:26])[CH3:25])([CH:21]([CH3:23])[CH3:22])[CH:18]([CH3:20])[CH3:19])=[C:12]([CH2:27][Cl:73])[CH:11]=2)[N:9]=1)([CH3:4])([CH3:3])[CH3:2]. The yield is 0.270. (4) The reactants are [C:1]1([CH2:7][CH2:8][NH:9][C:10]([NH2:12])=[S:11])[CH:6]=[CH:5][CH:4]=[CH:3][CH:2]=1.Br[CH2:14][C:15]([C:17]1[CH:22]=[CH:21][C:20]([C:23]([F:26])([F:25])[F:24])=[CH:19][CH:18]=1)=O.CN(C)C=O. The catalyst is O. The product is [C:1]1([CH2:7][CH2:8][NH:9][C:10]2[S:11][CH:14]=[C:15]([C:17]3[CH:22]=[CH:21][C:20]([C:23]([F:24])([F:25])[F:26])=[CH:19][CH:18]=3)[N:12]=2)[CH:6]=[CH:5][CH:4]=[CH:3][CH:2]=1. The yield is 0.740. (5) The reactants are [F:1][C:2]([F:19])([F:18])[C:3]([C:9]1[CH:14]=[CH:13][CH:12]=[C:11]([N+:15]([O-])=O)[CH:10]=1)([OH:8])[C:4]([F:7])([F:6])[F:5].C([O-])=O.[NH4+]. The catalyst is C(O)C.[Pd]. The product is [NH2:15][C:11]1[CH:10]=[C:9]([C:3]([OH:8])([C:2]([F:1])([F:18])[F:19])[C:4]([F:5])([F:6])[F:7])[CH:14]=[CH:13][CH:12]=1. The yield is 0.670. (6) The reactants are Br[C:2]1[CH:3]=[C:4]([N:8]2[C:16]3[C:11](=[CH:12][C:13]([O:17][CH3:18])=[CH:14][CH:15]=3)[C:10]([C:19]([O:21][CH3:22])=[O:20])=[N:9]2)[CH:5]=[CH:6][CH:7]=1.[C:23]([C@:25]1([OH:32])[CH2:29][CH2:28][N:27]([CH3:30])[C:26]1=[O:31])#[CH:24]. No catalyst specified. The product is [OH:32][C@@:25]1([C:23]#[C:24][C:2]2[CH:3]=[C:4]([N:8]3[C:16]4[C:11](=[CH:12][C:13]([O:17][CH3:18])=[CH:14][CH:15]=4)[C:10]([C:19]([O:21][CH3:22])=[O:20])=[N:9]3)[CH:5]=[CH:6][CH:7]=2)[CH2:29][CH2:28][N:27]([CH3:30])[C:26]1=[O:31]. The yield is 0.450. (7) The reactants are C=O.[C:3](O[BH-](OC(=O)C)OC(=O)C)(=O)C.[Na+].[CH2:17]1[C:20]2([CH2:25][CH2:24][NH:23][CH2:22][CH2:21]2)[CH2:19][CH:18]1[CH2:26][NH:27][C:28]([C:30]1[C:31]([NH:42][CH2:43][C:44]2[CH:49]=[CH:48][C:47]([O:50][CH3:51])=[C:46]([Cl:52])[CH:45]=2)=[N:32][C:33]([N:36]2[CH2:41][CH:40]3[CH:38]([CH2:39]3)[CH2:37]2)=[N:34][CH:35]=1)=[O:29]. The catalyst is C1COCC1. The product is [CH:38]12[CH2:39][CH:40]1[CH2:41][N:36]([C:33]1[N:32]=[C:31]([NH:42][CH2:43][C:44]3[CH:49]=[CH:48][C:47]([O:50][CH3:51])=[C:46]([Cl:52])[CH:45]=3)[C:30]([C:28]([NH:27][CH2:26][CH:18]3[CH2:19][C:20]4([CH2:21][CH2:22][N:23]([CH3:3])[CH2:24][CH2:25]4)[CH2:17]3)=[O:29])=[CH:35][N:34]=1)[CH2:37]2. The yield is 0.210. (8) The reactants are [CH3:1][CH:2]([CH3:12])[CH2:3][CH2:4][C:5]1[CH:10]=[CH:9][CH:8]=[CH:7][C:6]=1[NH2:11].[F:13][C:14]1[N:18]([CH3:19])[N:17]=[C:16]([CH3:20])[C:15]=1[C:21](Cl)=[O:22].C(N(CC)CC)C. The catalyst is O1CCCC1. The product is [F:13][C:14]1[N:18]([CH3:19])[N:17]=[C:16]([CH3:20])[C:15]=1[C:21]([NH:11][C:6]1[CH:7]=[CH:8][CH:9]=[CH:10][C:5]=1[CH2:4][CH2:3][CH:2]([CH3:12])[CH3:1])=[O:22]. The yield is 0.980.